This data is from Forward reaction prediction with 1.9M reactions from USPTO patents (1976-2016). The task is: Predict the product of the given reaction. (1) Given the reactants [CH3:1][O:2][C:3]1[CH:48]=[CH:47][C:6]([CH2:7][N:8]([CH2:38][C:39]2[CH:44]=[CH:43][C:42]([O:45][CH3:46])=[CH:41][CH:40]=2)[C:9]2[N:14]=[CH:13][C:12]([C:15]3[C:16]4[CH2:29][CH2:28][N:27]([C:30]([NH:32][CH2:33][CH2:34][C:35]([OH:37])=O)=[O:31])[C:17]=4[N:18]=[C:19]([N:21]4[CH2:26][CH2:25][O:24][CH2:23][CH2:22]4)[N:20]=3)=[CH:11][N:10]=2)=[CH:5][CH:4]=1.[Cl-].[NH4+].C([N:53](C(C)C)C(C)C)C.C1C=CC2N(O)N=NC=2C=1, predict the reaction product. The product is: [C:35]([CH2:34][CH2:33][NH:32][C:30]([N:27]1[C:17]2[N:18]=[C:19]([N:21]3[CH2:22][CH2:23][O:24][CH2:25][CH2:26]3)[N:20]=[C:15]([C:12]3[CH:11]=[N:10][C:9]([N:8]([CH2:38][C:39]4[CH:44]=[CH:43][C:42]([O:45][CH3:46])=[CH:41][CH:40]=4)[CH2:7][C:6]4[CH:5]=[CH:4][C:3]([O:2][CH3:1])=[CH:48][CH:47]=4)=[N:14][CH:13]=3)[C:16]=2[CH2:29][CH2:28]1)=[O:31])(=[O:37])[NH2:53]. (2) Given the reactants CCOP([O:9][C:10]([CH3:12])=[O:11])(OCC)=O.[H-].[Na+].O=[C:16]1[CH2:21][CH2:20][N:19]([C:22]([O:24][C:25]([CH3:28])([CH3:27])[CH3:26])=[O:23])[CH2:18][CH2:17]1.[CH2:29]1COC[CH2:30]1, predict the reaction product. The product is: [CH2:29]([O:9][C:10](=[O:11])[CH:12]=[C:16]1[CH2:21][CH2:20][N:19]([C:22]([O:24][C:25]([CH3:28])([CH3:27])[CH3:26])=[O:23])[CH2:18][CH2:17]1)[CH3:30]. (3) Given the reactants Br[C:2]1[CH:3]=[CH:4][C:5]2[N:6]([C:8]([S:11][C:12]3[CH:13]=[C:14]4[C:19](=[CH:20][CH:21]=3)[N:18]=[CH:17][C:16]([N:22]3[CH2:26][CH2:25][C@H:24]([N:27]([CH3:29])[CH3:28])[CH2:23]3)=[CH:15]4)=[N:9][N:10]=2)[CH:7]=1.N#N.C([Sn](CCCC)(CCCC)[C:37]([O:39][CH2:40][CH3:41])=[CH2:38])CCC, predict the reaction product. The product is: [CH2:40]([O:39][C:37]([C:2]1[CH:3]=[CH:4][C:5]2[N:6]([C:8]([S:11][C:12]3[CH:13]=[C:14]4[C:19](=[CH:20][CH:21]=3)[N:18]=[CH:17][C:16]([N:22]3[CH2:26][CH2:25][C@H:24]([N:27]([CH3:28])[CH3:29])[CH2:23]3)=[CH:15]4)=[N:9][N:10]=2)[CH:7]=1)=[CH2:38])[CH3:41]. (4) Given the reactants [Cl:1][C:2]1[C:3]([NH:13][C:14]2[CH:19]=[N:18][CH:17]=[C:16]([C:20]3[CH:25]=[CH:24][C:23]([OH:26])=[CH:22][CH:21]=3)[N:15]=2)=[CH:4][C:5]([O:11][CH3:12])=[C:6]([CH:10]=1)[C:7]([OH:9])=O.[N:27]1([CH2:33][CH2:34][CH2:35][NH2:36])[CH2:32][CH2:31][O:30][CH2:29][CH2:28]1.C(N(CC)CC)C.CN(C(ON1N=NC2C=CC=CC1=2)=[N+](C)C)C.[B-](F)(F)(F)F, predict the reaction product. The product is: [Cl:1][C:2]1[C:3]([NH:13][C:14]2[CH:19]=[N:18][CH:17]=[C:16]([C:20]3[CH:21]=[CH:22][C:23]([OH:26])=[CH:24][CH:25]=3)[N:15]=2)=[CH:4][C:5]([O:11][CH3:12])=[C:6]([CH:10]=1)[C:7]([NH:36][CH2:35][CH2:34][CH2:33][N:27]1[CH2:32][CH2:31][O:30][CH2:29][CH2:28]1)=[O:9].